From a dataset of Full USPTO retrosynthesis dataset with 1.9M reactions from patents (1976-2016). Predict the reactants needed to synthesize the given product. The reactants are: Cl.[CH3:2][S:3]([CH2:6][C:7]([OH:9])=O)(=[O:5])=[O:4].[CH2:10]([C@H:17]1[CH2:21][NH:20][C@H:19]([C:22]([NH:24][C:25]2[CH:30]=[CH:29][C:28]([O:31][C:32]3[CH:37]=[CH:36][C:35]([F:38])=[CH:34][CH:33]=3)=[CH:27][CH:26]=2)=[O:23])[CH2:18]1)[C:11]1[CH:16]=[CH:15][CH:14]=[CH:13][CH:12]=1. Given the product [CH2:10]([C@H:17]1[CH2:21][N:20]([C:7](=[O:9])[CH2:6][S:3]([CH3:2])(=[O:5])=[O:4])[C@H:19]([C:22]([NH:24][C:25]2[CH:30]=[CH:29][C:28]([O:31][C:32]3[CH:33]=[CH:34][C:35]([F:38])=[CH:36][CH:37]=3)=[CH:27][CH:26]=2)=[O:23])[CH2:18]1)[C:11]1[CH:12]=[CH:13][CH:14]=[CH:15][CH:16]=1, predict the reactants needed to synthesize it.